Dataset: Peptide-MHC class I binding affinity with 185,985 pairs from IEDB/IMGT. Task: Regression. Given a peptide amino acid sequence and an MHC pseudo amino acid sequence, predict their binding affinity value. This is MHC class I binding data. (1) The peptide sequence is RRRGACVVY. The MHC is HLA-A30:02 with pseudo-sequence HLA-A30:02. The binding affinity (normalized) is 0.532. (2) The peptide sequence is SLYNLVKSSV. The MHC is HLA-A02:01 with pseudo-sequence HLA-A02:01. The binding affinity (normalized) is 0.872. (3) The peptide sequence is WSPTAALVV. The MHC is Mamu-A01 with pseudo-sequence Mamu-A01. The binding affinity (normalized) is 1.00. (4) The peptide sequence is YEFRRVKSY. The MHC is HLA-A02:01 with pseudo-sequence HLA-A02:01. The binding affinity (normalized) is 0. (5) The peptide sequence is GTFEFTSFF. The binding affinity (normalized) is 0.0641. The MHC is BoLA-JSP.1 with pseudo-sequence BoLA-JSP.1. (6) The peptide sequence is YTVKFPNLI. The MHC is HLA-A32:01 with pseudo-sequence HLA-A32:01. The binding affinity (normalized) is 0.0168.